Task: Binary Classification. Given a miRNA mature sequence and a target amino acid sequence, predict their likelihood of interaction.. Dataset: Experimentally validated miRNA-target interactions with 360,000+ pairs, plus equal number of negative samples (1) The miRNA is mmu-miR-669g with sequence UGCAUUGUAUGUGUUGACAUGAU. The protein sequence of the target gene is MALKDYAIEKEKVKKFLQEFYYENELGKKQFKYGTQLVHLAHREQVALYVDLDDIAEDDPELVDSICENAKRYSRLFGDVVQELLPEYKEKEVVNKDVLDVYIEHRLMMEQRSRDPGAVRNPQNQYPSELMRRFELYFRGPSSSKPRVIREVRADSVGKLLTVRGIVTRVSEVKPRMVVATYTCDQCGAETYQPIQSPTFMPLIMCPSQECQTNRSGGRLYLQTRGSKFVKFQEMKIQEHSDQVPVGNIPRSITVVLEGENTRIAQPGDHVSVTGIFLPVLRTGFQQMAQGLLSETYLEA.... Result: 0 (no interaction). (2) The miRNA is mmu-miR-433-3p with sequence AUCAUGAUGGGCUCCUCGGUGU. The protein sequence of the target gene is MLNNLLLFSLQISLIGTTLGGNVLIWPMEGSHWLNVKIIIDELIKKEHNVTVLVASGALFITPTSNPSLTFEIYRVPFGKERIEGVIKDFVLTWLENRPSPSTIWRFYQEMAKVIKDFHMVSQEICDGVLKNQQLMAKLKKSKFEVLVSDPVFPCGDIVALKLGIPFMYSLRFSPASTVEKHCGKVPYPPSYVPAVLSELTDQMSFTDRIRNFISYHLQDYMFETLWKSWDSYYSKALGRPTTLCETMGKAEIWLIRTYWDFEFPRPYLPNFEFVGGLHCKPAKPLPKEMEEFIQSSGKN.... Result: 0 (no interaction). (3) The miRNA is hsa-miR-4445-3p with sequence CACGGCAAAAGAAACAAUCCA. The protein sequence of the target gene is MSGRPRTTSFAESCKPVQQPSAFGSMKVSRDKDGSKVTTVVATPGQGPDRPQEVSYTDTKVIGNGSFGVVYQAKLCDSGELVAIKKVLQDKRFKNRELQIMRKLDHCNIVRLRYFFYSSGEKKDEVYLNLVLDYVPETVYRVARHYSRAKQTLPVIYVKLYMYQLFRSLAYIHSFGICHRDIKPQNLLLDPDTAVLKLCDFGSAKQLVRGEPNVSYICSRYYRAPELIFGATDYTSSIDVWSAGCVLAELLLGQPIFPGDSGVDQLVEIIKVLGTPTREQIREMNPNYTEFKFPQIKAHP.... Result: 0 (no interaction). (4) The miRNA is mmu-miR-127-5p with sequence CUGAAGCUCAGAGGGCUCUGAU. The protein sequence of the target gene is MAVSVPGYSPSFKRPPETVRLRRKRSRDHGAAVPASLPEPAPRRAALAAGLPLRPFPTAGGRGGAAATIARRNPFARLDNRPRVSDEASEEPLRGPQGASGPLLDSNEENNLLWEDTSSHERTGTELSQSQRVSLSESDTWSSDGTELPVDWSIKTRLLFTSSQPFSWADHLKAQEEAQGLVQHCRATEVTLPQSIQDPKLSTALRCAFQQALVYWLHPAFSWLPLFPRIGADRKMAAKTSPWSADETLQHALMSDWSVSFTSLYNLLKTKLCPYFYVCSYQFTVLFRAAGLAGSSVITA.... Result: 0 (no interaction). (5) The miRNA is hsa-miR-218-1-3p with sequence AUGGUUCCGUCAAGCACCAUGG. The protein sequence of the target gene is MAVEALHCGLNPRGIDHPAHAEGIKLQIEGEGVESQSIKNKNFQKVPDQKGTPKRLQAEAETAKSATVKLSKPVALWTQQDVCKWLKKHCPNQYQIYSESFKQHDITGRALLRLTDKKLERMGIAQENLRQHILQQVLQLKVREEVRNLQLLTQGTLLLPDGWMDGEIRRKTTLLLGQTGVRENLLLFLHRISIIENSIQI. Result: 0 (no interaction).